This data is from Peptide-MHC class II binding affinity with 134,281 pairs from IEDB. The task is: Regression. Given a peptide amino acid sequence and an MHC pseudo amino acid sequence, predict their binding affinity value. This is MHC class II binding data. (1) The peptide sequence is FLAVALVAGPAGSYA. The MHC is DRB4_0101 with pseudo-sequence DRB4_0103. The binding affinity (normalized) is 0.213. (2) The peptide sequence is AFKVAATACNAAPAN. The MHC is DRB1_0901 with pseudo-sequence DRB1_0901. The binding affinity (normalized) is 0.785. (3) The peptide sequence is LTEWTSSNVMEERY. The MHC is HLA-DPA10103-DPB10401 with pseudo-sequence HLA-DPA10103-DPB10401. The binding affinity (normalized) is 0.115.